Dataset: Forward reaction prediction with 1.9M reactions from USPTO patents (1976-2016). Task: Predict the product of the given reaction. The product is: [N:11]([C:6]1[CH:5]=[N:4][CH:3]=[C:2]([Cl:1])[C:7]=1[C:8]#[N:9])=[N+:12]=[N-:13]. Given the reactants [Cl:1][C:2]1[CH:3]=[N:4][CH:5]=[C:6](Cl)[C:7]=1[C:8]#[N:9].[N-:11]=[N+:12]=[N-:13].[Na+].O, predict the reaction product.